From a dataset of Catalyst prediction with 721,799 reactions and 888 catalyst types from USPTO. Predict which catalyst facilitates the given reaction. (1) Reactant: Cl.[NH2:2][C:3]1([C:6]([O:8][CH3:9])=[O:7])[CH2:5][CH2:4]1.[C:10]([C:14]1[CH:15]=[C:16]([CH:20]=[C:21]([C:24]([CH3:27])([CH3:26])[CH3:25])[C:22]=1[OH:23])[C:17](O)=[O:18])([CH3:13])([CH3:12])[CH3:11].CN(C(ON1N=NC2C=CC=NC1=2)=[N+](C)C)C.F[P-](F)(F)(F)(F)F. Product: [C:24]([C:21]1[CH:20]=[C:16]([CH:15]=[C:14]([C:10]([CH3:13])([CH3:12])[CH3:11])[C:22]=1[OH:23])[C:17]([NH:2][C:3]1([C:6]([O:8][CH3:9])=[O:7])[CH2:5][CH2:4]1)=[O:18])([CH3:27])([CH3:26])[CH3:25]. The catalyst class is: 2. (2) Reactant: [NH2:1][C:2]1[N:7]=[CH:6][C:5]([O:8][C:9]2[C:18]3[CH2:17][N:16]([CH2:19][C:20]4[CH:25]=[CH:24][C:23]([O:26][CH3:27])=[CH:22][CH:21]=4)[C:15](=[O:28])[NH:14][C:13]=3[N:12]=[CH:11][CH:10]=2)=[CH:4][CH:3]=1.[F:29][C:30]1[CH:35]=[CH:34][C:33]([N:36]2[CH:41]=[CH:40][CH:39]=[C:38]([C:42](O)=[O:43])[C:37]2=[O:45])=[CH:32][CH:31]=1.C(N(CC)C(C)C)(C)C. Product: [CH3:27][O:26][C:23]1[CH:24]=[CH:25][C:20]([CH2:19][N:16]2[CH2:17][C:18]3[C:9]([O:8][C:5]4[CH:4]=[CH:3][C:2]([NH:1][C:42]([C:38]5[C:37](=[O:45])[N:36]([C:33]6[CH:32]=[CH:31][C:30]([F:29])=[CH:35][CH:34]=6)[CH:41]=[CH:40][CH:39]=5)=[O:43])=[N:7][CH:6]=4)=[CH:10][CH:11]=[N:12][C:13]=3[NH:14][C:15]2=[O:28])=[CH:21][CH:22]=1. The catalyst class is: 3. (3) Reactant: [Cl:1][C:2]1[CH:3]=[C:4]([C:9]2[C:14]([C:15]([NH:17][CH2:18][CH2:19][CH2:20][C:21]3[CH:26]=[CH:25][CH:24]=[CH:23][CH:22]=3)=[O:16])=[C:13]([CH3:27])[N:12]=[C:11](S(C)(=O)=O)[N:10]=2)[CH:5]=[C:6]([Cl:8])[CH:7]=1.[CH2:32]([Mg]Br)[CH3:33].Cl. Product: [CH2:32]([C:11]1[N:10]=[C:9]([C:4]2[CH:3]=[C:2]([Cl:1])[CH:7]=[C:6]([Cl:8])[CH:5]=2)[C:14]([C:15]([NH:17][CH2:18][CH2:19][CH2:20][C:21]2[CH:26]=[CH:25][CH:24]=[CH:23][CH:22]=2)=[O:16])=[C:13]([CH3:27])[N:12]=1)[CH3:33]. The catalyst class is: 56. (4) Reactant: [CH2:1]([N:7]1[CH:11]=[C:10]([C:12]([O:14]C)=[O:13])[N:9]=[N:8]1)[CH2:2][CH2:3][CH2:4][C:5]#[CH:6].O[Li].O. Product: [CH2:1]([N:7]1[CH:11]=[C:10]([C:12]([OH:14])=[O:13])[N:9]=[N:8]1)[CH2:2][CH2:3][CH2:4][C:5]#[CH:6]. The catalyst class is: 24. (5) Reactant: [CH2:1]([O:3][C:4](=[O:20])[C:5]1[CH:17]=[C:16]([CH2:18][OH:19])[CH:15]=[C:7]([C:8]([N:10]([CH3:14])[CH2:11][CH2:12][CH3:13])=[O:9])[CH:6]=1)[CH3:2].[H-].[Na+].I[CH3:24]. Product: [CH2:1]([O:3][C:4](=[O:20])[C:5]1[CH:17]=[C:16]([CH2:18][O:19][CH3:24])[CH:15]=[C:7]([C:8]([N:10]([CH3:14])[CH2:11][CH2:12][CH3:13])=[O:9])[CH:6]=1)[CH3:2]. The catalyst class is: 1. (6) Reactant: [O:1]1[CH2:6][CH2:5][C:4](=O)[CH2:3][CH2:2]1.[NH:8]1[CH2:11][CH:10]([C:12]2[N:16]3[CH:17]=[CH:18][N:19]=[C:20]([CH3:21])[C:15]3=[C:14]([Br:22])[N:13]=2)[CH2:9]1.C([BH3-])#N.[Na+].[OH-].[Na+]. Product: [Br:22][C:14]1[N:13]=[C:12]([CH:10]2[CH2:9][N:8]([CH:4]3[CH2:5][CH2:6][O:1][CH2:2][CH2:3]3)[CH2:11]2)[N:16]2[CH:17]=[CH:18][N:19]=[C:20]([CH3:21])[C:15]=12. The catalyst class is: 411. (7) Reactant: [CH3:1][C:2]1[N:7]=[C:6]2[S:8][C:9]3[CH2:14][CH2:13][CH2:12][CH2:11][C:10]=3[C:5]2=[C:4]([C:15]2[CH:20]=[CH:19][CH:18]=[C:17]([Cl:21])[CH:16]=2)[C:3]=1[CH2:22][C:23]([O:25][CH3:26])=[O:24].[Li+].C[Si]([N-][Si](C)(C)C)(C)C.[CH2:37]1[CH2:41]OC[CH2:38]1.ICCC. Product: [CH3:1][C:2]1[N:7]=[C:6]2[S:8][C:9]3[CH2:14][CH2:13][CH2:12][CH2:11][C:10]=3[C:5]2=[C:4]([C:15]2[CH:20]=[CH:19][CH:18]=[C:17]([Cl:21])[CH:16]=2)[C:3]=1[CH:22]([CH2:38][CH2:37][CH3:41])[C:23]([O:25][CH3:26])=[O:24]. The catalyst class is: 3. (8) Reactant: [C:1]([O:5][C:6]([NH:8][CH2:9][CH2:10][CH2:11][CH:12]([CH2:20][C:21]1[N:22]=[CH:23][N:24]([CH:26]2[CH2:31][CH2:30][CH2:29][CH:28]=[CH:27]2)[CH:25]=1)[C:13]([O:15][C:16]([CH3:19])([CH3:18])[CH3:17])=[O:14])=[O:7])([CH3:4])([CH3:3])[CH3:2]. Product: [C:1]([O:5][C:6]([NH:8][CH2:9][CH2:10][CH2:11][CH:12]([CH2:20][C:21]1[N:22]=[CH:23][N:24]([CH:26]2[CH2:31][CH2:30][CH2:29][CH2:28][CH2:27]2)[CH:25]=1)[C:13]([O:15][C:16]([CH3:19])([CH3:18])[CH3:17])=[O:14])=[O:7])([CH3:2])([CH3:3])[CH3:4]. The catalyst class is: 349.